Task: Predict the product of the given reaction.. Dataset: Forward reaction prediction with 1.9M reactions from USPTO patents (1976-2016) (1) Given the reactants [C:1]([O:5][C:6](=[O:28])[CH2:7][C@H:8]([C:18]1[O:22][N:21]=[C:20]([C:23](OCC)=[O:24])[N:19]=1)[CH2:9][CH2:10][CH2:11][CH:12]1[CH2:17][CH2:16][CH2:15][CH2:14][CH2:13]1)([CH3:4])([CH3:3])[CH3:2].[N:29]1[CH:34]=[CH:33][C:32]([CH:35]2[CH2:40][CH2:39][NH:38][CH2:37][CH2:36]2)=[CH:31][CH:30]=1, predict the reaction product. The product is: [CH:12]1([CH2:11][CH2:10][CH2:9][C@@H:8]([C:18]2[O:22][N:21]=[C:20]([C:23]([N:38]3[CH2:39][CH2:40][CH:35]([C:32]4[CH:31]=[CH:30][N:29]=[CH:34][CH:33]=4)[CH2:36][CH2:37]3)=[O:24])[N:19]=2)[CH2:7][C:6]([O:5][C:1]([CH3:2])([CH3:3])[CH3:4])=[O:28])[CH2:13][CH2:14][CH2:15][CH2:16][CH2:17]1. (2) Given the reactants [Br:1][C:2]1[CH:7]=[CH:6][C:5]([CH:8]([C:13]2[CH:18]=[CH:17][C:16]([Cl:19])=[CH:15][C:14]=2[CH3:20])[CH2:9][C:10](O)=[O:11])=[CH:4][CH:3]=1.Cl.[CH3:22][NH:23][O:24][CH3:25], predict the reaction product. The product is: [Br:1][C:2]1[CH:7]=[CH:6][C:5]([CH:8]([C:13]2[CH:18]=[CH:17][C:16]([Cl:19])=[CH:15][C:14]=2[CH3:20])[CH2:9][C:10]([N:23]([O:24][CH3:25])[CH3:22])=[O:11])=[CH:4][CH:3]=1. (3) Given the reactants Cl[C:2]1[N:7]=[C:6]([C:8]2[CH:9]=[N:10][N:11]3[CH2:16][CH2:15][CH2:14][CH2:13][C:12]=23)[CH:5]=[CH:4][N:3]=1.O.C1(C)C=CC(S(O)(=O)=O)=CC=1.[Br:29][C:30]1[C:36]([N+:37]([O-:39])=[O:38])=[CH:35][C:33]([NH2:34])=[C:32]([O:40][CH3:41])[CH:31]=1, predict the reaction product. The product is: [Br:29][C:30]1[C:36]([N+:37]([O-:39])=[O:38])=[CH:35][C:33]([NH:34][C:2]2[N:7]=[C:6]([C:8]3[CH:9]=[N:10][N:11]4[CH2:16][CH2:15][CH2:14][CH2:13][C:12]=34)[CH:5]=[CH:4][N:3]=2)=[C:32]([O:40][CH3:41])[CH:31]=1. (4) Given the reactants C([N:8]([CH2:13][CH:14]1[CH2:16][CH:15]1[CH3:17])[CH2:9][CH2:10][O:11][CH3:12])C1C=CC=CC=1.[ClH:18], predict the reaction product. The product is: [ClH:18].[CH3:12][O:11][CH2:10][CH2:9][NH:8][CH2:13][CH:14]1[CH2:16][CH:15]1[CH3:17].